From a dataset of Catalyst prediction with 721,799 reactions and 888 catalyst types from USPTO. Predict which catalyst facilitates the given reaction. (1) Reactant: [CH3:1][C:2]1[N:6]([CH2:7][C:8]2[CH:13]=[CH:12][C:11]([CH3:14])=[CH:10][CH:9]=2)[N:5]=[C:4]([C:15]2[O:19][N:18]=[C:17]([C:20]3[CH:25]=[CH:24][C:23]([NH:26]C(=O)OC(C)(C)C)=[CH:22][CH:21]=3)[N:16]=2)[CH:3]=1.FC(F)(F)C(O)=O. Product: [CH3:1][C:2]1[N:6]([CH2:7][C:8]2[CH:9]=[CH:10][C:11]([CH3:14])=[CH:12][CH:13]=2)[N:5]=[C:4]([C:15]2[O:19][N:18]=[C:17]([C:20]3[CH:25]=[CH:24][C:23]([NH2:26])=[CH:22][CH:21]=3)[N:16]=2)[CH:3]=1. The catalyst class is: 4. (2) Reactant: Cl[C:2]1[N:11]=[C:10]([N:12]2[CH2:17][CH2:16][O:15][CH2:14][CH2:13]2)[C:9]2[C:4](=[CH:5][C:6]([C:18]3[CH:19]=[N:20][CH:21]=[N:22][CH:23]=3)=[CH:7][CH:8]=2)[N:3]=1.[CH3:24][N:25]([CH3:53])[C:26](=[O:52])[C:27]1[CH:32]=[CH:31][C:30]([NH:33][C:34]([NH:36][C:37]2[CH:42]=[CH:41][C:40](B3OC(C)(C)C(C)(C)O3)=[CH:39][CH:38]=2)=[O:35])=[CH:29][CH:28]=1.C(=O)([O-])[O-].[Cs+].[Cs+].CN(C=O)C. Product: [CH3:24][N:25]([CH3:53])[C:26](=[O:52])[C:27]1[CH:32]=[CH:31][C:30]([NH:33][C:34]([NH:36][C:37]2[CH:38]=[CH:39][C:40]([C:2]3[N:11]=[C:10]([N:12]4[CH2:17][CH2:16][O:15][CH2:14][CH2:13]4)[C:9]4[C:4](=[CH:5][C:6]([C:18]5[CH:19]=[N:20][CH:21]=[N:22][CH:23]=5)=[CH:7][CH:8]=4)[N:3]=3)=[CH:41][CH:42]=2)=[O:35])=[CH:29][CH:28]=1. The catalyst class is: 189. (3) Reactant: [N:1]1[CH:6]=[CH:5][CH:4]=[CH:3][C:2]=1[CH:7]=[C:8]1[C:17](=[O:18])[C:16]2[C:11](=[CH:12][CH:13]=[C:14]([C:19]3[CH:24]=[CH:23][C:22]([O:25][C:26]([F:29])([F:28])[F:27])=[CH:21][CH:20]=3)[CH:15]=2)[O:10][CH2:9]1.[H][H]. Product: [N:1]1[CH:6]=[CH:5][CH:4]=[CH:3][C:2]=1[CH2:7][CH:8]1[C:17](=[O:18])[C:16]2[C:11](=[CH:12][CH:13]=[C:14]([C:19]3[CH:24]=[CH:23][C:22]([O:25][C:26]([F:29])([F:27])[F:28])=[CH:21][CH:20]=3)[CH:15]=2)[O:10][CH2:9]1. The catalyst class is: 50. (4) Reactant: [CH2:1]([O:8][C:9]([NH:11][C:12]([C:14]1[CH:38]=[CH:37][C:17]([O:18][CH:19]([C:24]2[CH:29]=[CH:28][C:27]([O:30][CH:31]([CH3:33])[CH3:32])=[C:26]([O:34][CH2:35][CH3:36])[CH:25]=2)[C:20]([O:22]C)=[O:21])=[CH:16][CH:15]=1)=[NH:13])=[O:10])[C:2]1[CH:7]=[CH:6][CH:5]=[CH:4][CH:3]=1.[Li+].[OH-].Cl. Product: [CH2:1]([O:8][C:9]([NH:11][C:12]([C:14]1[CH:38]=[CH:37][C:17]([O:18][CH:19]([C:24]2[CH:29]=[CH:28][C:27]([O:30][CH:31]([CH3:32])[CH3:33])=[C:26]([O:34][CH2:35][CH3:36])[CH:25]=2)[C:20]([OH:22])=[O:21])=[CH:16][CH:15]=1)=[NH:13])=[O:10])[C:2]1[CH:7]=[CH:6][CH:5]=[CH:4][CH:3]=1. The catalyst class is: 36. (5) Reactant: [NH2:1][C:2]1[C:3]2[CH:11]=[N:10][N:9]([C:12]3[CH:17]=[CH:16][CH:15]=[CH:14][CH:13]=3)[C:4]=2[NH:5][C:6](=[O:8])[CH:7]=1.C(=O)([O-])[O-].[Cs+].[Cs+].Cl.Cl[CH2:26][C:27]1[N:28]([CH3:32])[N:29]=[CH:30][N:31]=1. Product: [CH3:32][N:28]1[C:27]([CH2:26][O:8][C:6]2[N:5]=[C:4]3[N:9]([C:12]4[CH:13]=[CH:14][CH:15]=[CH:16][CH:17]=4)[N:10]=[CH:11][C:3]3=[C:2]([NH2:1])[CH:7]=2)=[N:31][CH:30]=[N:29]1. The catalyst class is: 3. (6) Reactant: [OH:1]OS([O-])=O.[K+].[CH3:7][S:8][C:9]1[CH:10]=[CH:11][C:12]([CH2:15][O:16][CH2:17][C@H:18]2[CH2:20][C@@H:19]2[CH:21]2[CH2:26][CH2:25][N:24]([C:27]([O:29][C:30]([CH3:33])([CH3:32])[CH3:31])=[O:28])[CH2:23][CH2:22]2)=[N:13][CH:14]=1.[OH2:34]. Product: [CH3:7][S:8]([C:9]1[CH:10]=[CH:11][C:12]([CH2:15][O:16][CH2:17][C@H:18]2[CH2:20][C@@H:19]2[CH:21]2[CH2:22][CH2:23][N:24]([C:27]([O:29][C:30]([CH3:33])([CH3:32])[CH3:31])=[O:28])[CH2:25][CH2:26]2)=[N:13][CH:14]=1)(=[O:1])=[O:34]. The catalyst class is: 100. (7) Reactant: Cl[C:2]1[N:3]=[N:4][CH:5]=[C:6]([Cl:15])[C:7]=1[C:8]1[CH:13]=[CH:12][C:11]([Cl:14])=[CH:10][CH:9]=1.[NH2:16][NH2:17]. Product: [Cl:15][C:6]1[C:7]([C:8]2[CH:13]=[CH:12][C:11]([Cl:14])=[CH:10][CH:9]=2)=[C:2]([NH:16][NH2:17])[N:3]=[N:4][CH:5]=1. The catalyst class is: 12. (8) Reactant: [Cl:1][S:2]([C:5]1[S:9][C:8]([CH3:10])=[C:7]([C:11]([OH:13])=O)[CH:6]=1)(=[O:4])=[O:3].CN(C)C=O.C(Cl)(=O)C([Cl:22])=O. Product: [Cl:1][S:2]([C:5]1[S:9][C:8]([CH3:10])=[C:7]([C:11]([Cl:22])=[O:13])[CH:6]=1)(=[O:4])=[O:3]. The catalyst class is: 4.